From a dataset of Full USPTO retrosynthesis dataset with 1.9M reactions from patents (1976-2016). Predict the reactants needed to synthesize the given product. (1) Given the product [C:28]([O:27][C:26]([NH:25][C:22]1[CH:23]=[CH:24][C:19]([C@H:16]([NH:15][C:13]([C:11]2[S:12][C:8]([CH:7]([C:1]3[CH:2]=[CH:3][CH:4]=[CH:5][CH:6]=3)[C:33]3[CH:34]=[CH:35][CH:36]=[CH:37][CH:38]=3)=[CH:9][CH:10]=2)=[O:14])[C:17]([OH:40])=[O:18])=[CH:20][CH:21]=1)=[O:32])([CH3:31])([CH3:29])[CH3:30], predict the reactants needed to synthesize it. The reactants are: [C:1]1([CH:7]([C:33]2[CH:38]=[CH:37][CH:36]=[CH:35][CH:34]=2)[C:8]2[S:12][C:11]([C:13]([NH:15][C@@H:16]([C:19]3[CH:24]=[CH:23][C:22]([NH:25][C:26](=[O:32])[O:27][C:28]([CH3:31])([CH3:30])[CH3:29])=[CH:21][CH:20]=3)[CH2:17][OH:18])=[O:14])=[CH:10][CH:9]=2)[CH:6]=[CH:5][CH:4]=[CH:3][CH:2]=1.C([O-])(O)=[O:40].[Na+].[Br-].[K+].CC1(C)N([O])C(C)(C)CCC1. (2) Given the product [O:1]1[CH2:7][CH2:6][CH2:5][N:4]([C:24]([C:20]2[CH:21]=[CH:22][C:23]3[C:15]4[N:14]=[C:13]([C:27]5[CH:32]=[CH:31][CH:30]=[CH:29][CH:28]=5)[CH:12]=[C:11]([C:8]([NH2:9])=[O:10])[C:16]=4[NH:17][C:18]=3[CH:19]=2)=[O:25])[CH2:3][CH2:2]1, predict the reactants needed to synthesize it. The reactants are: [O:1]1[CH2:7][CH2:6][CH2:5][NH:4][CH2:3][CH2:2]1.[C:8]([C:11]1[C:16]2[NH:17][C:18]3[CH:19]=[C:20]([C:24](O)=[O:25])[CH:21]=[CH:22][C:23]=3[C:15]=2[N:14]=[C:13]([C:27]2[CH:32]=[CH:31][CH:30]=[CH:29][CH:28]=2)[CH:12]=1)(=[O:10])[NH2:9].C(N(C(C)C)C(C)C)C.F[P-](F)(F)(F)(F)F.N1(O[P+](N(C)C)(N(C)C)N(C)C)C2C=CC=CC=2N=N1. (3) Given the product [Cl:25][C:23]1[CH:22]=[C:18]([C:19](=[O:21])[NH:63][CH2:64][C:65]2[C:66](=[O:73])[NH:67][C:68]([CH3:72])=[CH:69][C:70]=2[CH3:71])[C:17]([CH2:26][CH3:27])=[C:16]([N:15]([CH2:28][CH3:29])[CH:12]2[CH2:13][CH2:14][CH:9]([NH:8][C:6](=[O:7])[O:5][C:1]([CH3:4])([CH3:3])[CH3:2])[CH2:10][CH2:11]2)[CH:24]=1, predict the reactants needed to synthesize it. The reactants are: [C:1]([O:5][C:6]([NH:8][CH:9]1[CH2:14][CH2:13][CH:12]([N:15]([CH2:28][CH3:29])[C:16]2[C:17]([CH2:26][CH3:27])=[C:18]([CH:22]=[C:23]([Cl:25])[CH:24]=2)[C:19]([OH:21])=O)[CH2:11][CH2:10]1)=[O:7])([CH3:4])([CH3:3])[CH3:2].CN(C(ON1N=NC2C=CC=NC1=2)=[N+](C)C)C.F[P-](F)(F)(F)(F)F.CCN(C(C)C)C(C)C.[NH2:63][CH2:64][C:65]1[C:66](=[O:73])[NH:67][C:68]([CH3:72])=[CH:69][C:70]=1[CH3:71]. (4) Given the product [F:34][C:35]1[CH:40]=[C:39]([CH:38]=[CH:37][CH:36]=1)[O:27][C@@H:26]([C:28]1[CH:33]=[CH:32][CH:31]=[CH:30][CH:29]=1)[CH2:25][CH2:24][Cl:23], predict the reactants needed to synthesize it. The reactants are: CNCCC(OC1C=CC(C(F)(F)F)=CC=1)C1C=CC=CC=1.[Cl:23][CH2:24][CH2:25][C@@H:26]([C:28]1[CH:33]=[CH:32][CH:31]=[CH:30][CH:29]=1)[OH:27].[F:34][C:35]1[CH:36]=[C:37](O)[CH:38]=[CH:39][CH:40]=1.N(C(OCC)=O)=NC(OCC)=O.C1(P(C2C=CC=CC=2)C2C=CC=CC=2)C=CC=CC=1. (5) Given the product [F:1][C:2]1[CH:11]=[CH:10][CH:9]=[CH:8][C:3]=1[C:4]1[N:29]=[C:27]([NH:26][C:16]2[CH:17]=[CH:18][C:19]([N:20]3[CH:24]=[C:23]([CH3:25])[N:22]=[CH:21]3)=[C:14]([O:13][CH3:12])[CH:15]=2)[S:28][CH:5]=1, predict the reactants needed to synthesize it. The reactants are: [F:1][C:2]1[CH:11]=[CH:10][CH:9]=[CH:8][C:3]=1[C:4](=O)[CH2:5]Br.[CH3:12][O:13][C:14]1[CH:15]=[C:16]([NH:26][C:27]([NH2:29])=[S:28])[CH:17]=[CH:18][C:19]=1[N:20]1[CH:24]=[C:23]([CH3:25])[N:22]=[CH:21]1. (6) Given the product [Cl:32][C:17]1[C:18]([NH:20][C:21]2[C:30]([F:31])=[CH:29][CH:28]=[CH:27][C:22]=2[C:23]([NH:25][CH3:26])=[O:24])=[N:19][C:14]([NH:12][C:3]2[CH:2]=[CH:1][C:6]3[NH:7][CH2:8][CH2:9][CH2:10][O:11][C:5]=3[CH:4]=2)=[N:15][CH:16]=1, predict the reactants needed to synthesize it. The reactants are: [CH:1]1[C:6]2[NH:7][CH2:8][CH2:9][CH2:10][O:11][C:5]=2[CH:4]=[C:3]([NH2:12])[CH:2]=1.Cl[C:14]1[N:19]=[C:18]([NH:20][C:21]2[C:30]([F:31])=[CH:29][CH:28]=[CH:27][C:22]=2[C:23]([NH:25][CH3:26])=[O:24])[C:17]([Cl:32])=[CH:16][N:15]=1.C12(CS(O)(=O)=O)C(C)(C)C(CC1)CC2=O. (7) The reactants are: [Li]CCCC.C([Mg]Cl)(C)C.Br[C:12]1[CH:13]=[N:14][CH:15]=[CH:16][CH:17]=1.[C:18]([O:22][CH2:23][CH3:24])(=[O:21])[CH:19]=[O:20].C1(C)C=CC=CC=1. Given the product [OH:20][CH:19]([C:12]1[CH:13]=[N:14][CH:15]=[CH:16][CH:17]=1)[C:18]([O:22][CH2:23][CH3:24])=[O:21], predict the reactants needed to synthesize it.